Dataset: Full USPTO retrosynthesis dataset with 1.9M reactions from patents (1976-2016). Task: Predict the reactants needed to synthesize the given product. (1) Given the product [NH2:20][C:17]1[CH:18]=[C:19]2[C:14](=[C:15]([C:23]([F:24])([F:25])[F:26])[CH:16]=1)[N:13]=[CH:12][C:11]([C:27]#[N:28])=[C:10]2[NH:9][C:4]1[CH:5]=[CH:6][C:7]([F:8])=[C:2]([Cl:1])[CH:3]=1, predict the reactants needed to synthesize it. The reactants are: [Cl:1][C:2]1[CH:3]=[C:4]([NH:9][C:10]2[C:19]3[C:14](=[C:15]([C:23]([F:26])([F:25])[F:24])[CH:16]=[C:17]([N+:20]([O-])=O)[CH:18]=3)[N:13]=[CH:12][C:11]=2[C:27]#[N:28])[CH:5]=[CH:6][C:7]=1[F:8].O.O.[Sn](Cl)(Cl)(Cl)Cl.[N+](C1C=CC2C(=CC=CC=2)N=1)([O-])=O.C([O-])(O)=O.[Na+]. (2) Given the product [F:1][C:2]1[CH:10]=[C:9]2[C:5]([C:6]([C:11]3[CH:12]=[N:13][N:14]([C@H:16]4[CH2:17][CH2:18][C@H:19]([C:22]([N:26]([CH3:27])[CH3:25])=[O:23])[CH2:20][CH2:21]4)[CH:15]=3)=[CH:7][NH:8]2)=[CH:4][CH:3]=1, predict the reactants needed to synthesize it. The reactants are: [F:1][C:2]1[CH:10]=[C:9]2[C:5]([C:6]([C:11]3[CH:12]=[N:13][N:14]([CH:16]4[CH2:21][CH2:20][CH:19]([C:22](O)=[O:23])[CH2:18][CH2:17]4)[CH:15]=3)=[CH:7][NH:8]2)=[CH:4][CH:3]=1.[CH3:25][NH:26][CH3:27]. (3) The reactants are: [CH3:1][O:2][C:3]1[CH:4]=[C:5]([CH:8]=[CH:9][C:10]=1[O:11][CH3:12])[CH:6]=O.[N+:13]([CH2:16][CH2:17][CH3:18])([O-:15])=[O:14]. Given the product [CH3:12][O:11][C:10]1[CH:9]=[CH:8][C:5](/[CH:6]=[C:16](/[N+:13]([O-:15])=[O:14])\[CH2:17][CH3:18])=[CH:4][C:3]=1[O:2][CH3:1], predict the reactants needed to synthesize it. (4) Given the product [ClH:37].[NH2:7][C@H:8]([C:14]([N:16]1[CH2:17][CH:18]([F:21])[CH2:20]1)=[O:15])[CH2:9][CH2:10][CH2:11][CH2:12][NH:13][C:35]([C:25]1[C:24]([CH3:23])=[N:28][N:27]([C:29]2[CH:34]=[CH:33][CH:32]=[CH:31][CH:30]=2)[N:26]=1)=[O:36], predict the reactants needed to synthesize it. The reactants are: C(OC(=O)[NH:7][C@H:8]([C:14]([N:16]1[CH2:20]C[CH:18]([F:21])[CH2:17]1)=[O:15])[CH2:9][CH2:10][CH2:11][CH2:12][NH2:13])(C)(C)C.[CH3:23][C:24]1[C:25]([C:35]([Cl:37])=[O:36])=[N:26][N:27]([C:29]2[CH:34]=[CH:33][CH:32]=[CH:31][CH:30]=2)[N:28]=1. (5) Given the product [Br:12][C:13]1[CH:14]=[C:15]2[C:19](=[CH:20][CH:21]=1)[CH2:18][NH:17][CH2:16]2, predict the reactants needed to synthesize it. The reactants are: [H-].[H-].[H-].[H-].[Li+].[Al+3].OS(O)(=O)=O.[Br:12][C:13]1[CH:14]=[C:15]2[C:19](=[CH:20][CH:21]=1)[C:18](=O)[NH:17][C:16]2=O. (6) Given the product [Cl:17][C:10]1[CH:9]=[C:8]([C:18](=[O:20])[CH3:19])[C:7]([N:25]2[CH2:26][CH2:27][CH:28]([CH2:29][CH2:30][OH:31])[CH2:23][CH2:24]2)=[C:16]2[C:11]=1[CH:12]=[CH:13][CH:14]=[N:15]2, predict the reactants needed to synthesize it. The reactants are: FC(F)(F)S(O[C:7]1[C:8]([C:18](=[O:20])[CH3:19])=[CH:9][C:10]([Cl:17])=[C:11]2[C:16]=1[N:15]=[CH:14][CH:13]=[CH:12]2)(=O)=O.[CH2:23]1[CH:28]([CH2:29][CH2:30][OH:31])[CH2:27][CH2:26][NH:25][CH2:24]1.C(=O)([O-])[O-].[Cs+].[Cs+]. (7) Given the product [Cl:19][C:16]1[CH:15]=[CH:14][C:13]([C:9]2[C:10]([CH2:11][CH3:12])=[C:6]([CH2:4][OH:3])[N:7]([CH3:20])[N:8]=2)=[CH:18][CH:17]=1, predict the reactants needed to synthesize it. The reactants are: C([O:3][C:4]([C:6]1[N:7]([CH3:20])[N:8]=[C:9]([C:13]2[CH:18]=[CH:17][C:16]([Cl:19])=[CH:15][CH:14]=2)[C:10]=1[CH2:11][CH3:12])=O)C.[H-].[Al+3].[Li+].[H-].[H-].[H-]. (8) The reactants are: [CH2:1]([C:5]([CH2:10][NH:11][CH3:12])([CH3:9])[CH:6]([OH:8])O)[CH2:2]CC.C([O:21][CH2:22][CH3:23])(OCC)(OCC)C.[C:24]1(C)[C:25](S(O)(=O)=O)=CC=C[CH:29]=1. Given the product [CH3:23][C:22]12[N:11]([CH2:12][CH2:29][CH2:24][CH3:25])[CH2:10][C:5]([CH2:1][CH3:2])([CH2:6][O:8]1)[CH2:9][O:21]2, predict the reactants needed to synthesize it. (9) Given the product [C:23]([NH:1][C@@H:2]1[CH2:7][CH2:6][CH2:5][C@H:4]([C:8]([OH:10])=[O:9])[CH2:3]1)([C:17]1[CH:22]=[CH:21][CH:20]=[CH:19][CH:18]=1)([C:30]1[CH:31]=[CH:32][CH:33]=[CH:34][CH:35]=1)[C:24]1[CH:25]=[CH:26][CH:27]=[CH:28][CH:29]=1, predict the reactants needed to synthesize it. The reactants are: [NH2:1][C@@H:2]1[CH2:7][CH2:6][CH2:5][C@H:4]([C:8]([OH:10])=[O:9])[CH2:3]1.C(Cl)Cl.CC#N.[C:17]1([C:23](Cl)([C:30]2[CH:35]=[CH:34][CH:33]=[CH:32][CH:31]=2)[C:24]2[CH:29]=[CH:28][CH:27]=[CH:26][CH:25]=2)[CH:22]=[CH:21][CH:20]=[CH:19][CH:18]=1. (10) Given the product [C:15]1([O:14][C:12]([NH:1][C:2]2[CH:3]=[C:4]([CH:8]=[CH:9][CH:10]=2)[C:5]([OH:7])=[O:6])=[O:13])[CH:20]=[CH:19][CH:18]=[CH:17][CH:16]=1, predict the reactants needed to synthesize it. The reactants are: [NH2:1][C:2]1[CH:3]=[C:4]([CH:8]=[CH:9][CH:10]=1)[C:5]([OH:7])=[O:6].Cl[C:12]([O:14][C:15]1[CH:20]=[CH:19][CH:18]=[CH:17][CH:16]=1)=[O:13].